From a dataset of Catalyst prediction with 721,799 reactions and 888 catalyst types from USPTO. Predict which catalyst facilitates the given reaction. (1) Reactant: Br[C:2]1[S:3][C:4]([Br:7])=[CH:5][N:6]=1.Cl.[CH3:9][CH:10]1[CH2:14][CH2:13][NH:12][CH2:11]1.C([O-])([O-])=O.[K+].[K+]. Product: [Br:7][C:4]1[S:3][C:2]([N:12]2[CH2:13][CH2:14][CH:10]([CH3:9])[CH2:11]2)=[N:6][CH:5]=1. The catalyst class is: 18. (2) Reactant: Br[C:2]1[CH:3]=[N:4][C:5]2[C:10]([CH:11]=1)=[CH:9][N:8]=[C:7]([Cl:12])[CH:6]=2.[F:13][C:14]1[CH:20]=[C:19]([CH3:21])[C:18](B2OC(C)(C)C(C)(C)O2)=[CH:17][C:15]=1[NH2:16].C([O-])([O-])=O.[K+].[K+]. Product: [Cl:12][C:7]1[CH:6]=[C:5]2[C:10]([CH:11]=[C:2]([C:18]3[C:19]([CH3:21])=[CH:20][C:14]([F:13])=[C:15]([CH:17]=3)[NH2:16])[CH:3]=[N:4]2)=[CH:9][N:8]=1. The catalyst class is: 70. (3) Reactant: [O:1]1[CH:5]=[CH:4][C:3]([CH:6]=[CH:7][C:8]([OH:10])=O)=[CH:2]1.C(N(CC)CC)C.ClC(OCC(C)C)=O.[N-:26]=[N+:27]=[N-:28].[Na+]. Product: [O:1]1[CH:5]=[CH:4][C:3]([CH:6]=[CH:7][C:8]([N:26]=[N+:27]=[N-:28])=[O:10])=[CH:2]1. The catalyst class is: 95. (4) Product: [CH2:30]([NH:33][C:2]1[CH:7]=[C:6]([CH3:8])[N:5]([CH3:9])[C:4](=[O:10])[C:3]=1[C:11](=[O:26])[CH:12]=[CH:13][C:14]1[CH:19]=[CH:18][CH:17]=[C:16]([O:20][CH2:21][C:22]([O:24][CH3:25])=[O:23])[CH:15]=1)[C:31]#[CH:32]. Reactant: O[C:2]1[CH:7]=[C:6]([CH3:8])[N:5]([CH3:9])[C:4](=[O:10])[C:3]=1[C:11](=[O:26])[CH:12]=[CH:13][C:14]1[CH:19]=[CH:18][CH:17]=[C:16]([O:20][CH2:21][C:22]([O:24][CH3:25])=[O:23])[CH:15]=1.[H-].[Na+].[Cl-].[CH2:30]([NH2:33])[C:31]#[CH:32]. The catalyst class is: 35. (5) Reactant: [CH3:1][CH2:2][O:3][C:4]([NH:6][C:7]1[CH:8]=[CH:9][C:10]([NH:14][CH2:15][C:16]2[CH:17]=[CH:18][C:19]([F:22])=[CH:20][CH:21]=2)=[N:11][C:12]=1[NH2:13])=[O:5].[C:23]([OH:30])(=[O:29])/[CH:24]=[CH:25]\[C:26]([OH:28])=[O:27]. Product: [CH3:1][CH2:2][O:3][C:4]([NH:6][C:7]1[CH:8]=[CH:9][C:10]([NH:14][CH2:15][C:16]2[CH:17]=[CH:18][C:19]([F:22])=[CH:20][CH:21]=2)=[N:11][C:12]=1[NH2:13])=[O:5].[CH:24](/[C:23]([OH:30])=[O:29])=[CH:25]/[C:26]([OH:28])=[O:27]. The catalyst class is: 32.